Dataset: Full USPTO retrosynthesis dataset with 1.9M reactions from patents (1976-2016). Task: Predict the reactants needed to synthesize the given product. (1) The reactants are: CN(C(ON1N=NC2C=CC=NC1=2)=[N+](C)C)C.F[P-](F)(F)(F)(F)F.[CH:25]([C:28]1[N:29]=[C:30]([C:33]([OH:35])=O)[S:31][CH:32]=1)([CH3:27])[CH3:26].[O:36]1[C:41]2([CH2:46][CH2:45][N:44]([C:47]([O:49][C:50]([CH3:53])([CH3:52])[CH3:51])=[O:48])[CH2:43][CH2:42]2)[CH2:40][NH:39][CH2:38][CH2:37]1.C(N(CC)CC)C. Given the product [CH:25]([C:28]1[N:29]=[C:30]([C:33]([N:39]2[CH2:40][C:41]3([CH2:46][CH2:45][N:44]([C:47]([O:49][C:50]([CH3:53])([CH3:52])[CH3:51])=[O:48])[CH2:43][CH2:42]3)[O:36][CH2:37][CH2:38]2)=[O:35])[S:31][CH:32]=1)([CH3:26])[CH3:27], predict the reactants needed to synthesize it. (2) Given the product [NH2:8][C:6]1[CH:5]=[CH:4][C:3]([N:11]2[CH:16]=[CH:15][C:14](=[O:17])[N:13]([CH3:18])[C:12]2=[O:19])=[C:2]([Cl:1])[CH:7]=1, predict the reactants needed to synthesize it. The reactants are: [Cl:1][C:2]1[CH:7]=[C:6]([N+:8]([O-])=O)[CH:5]=[CH:4][C:3]=1[N:11]1[CH:16]=[CH:15][C:14](=[O:17])[N:13]([CH3:18])[C:12]1=[O:19].[NH4+].[Cl-]. (3) Given the product [C:10]([O:9][C:7]([N:6]1[C@@H:2]([CH3:1])[CH2:3][CH2:4][C@H:5]1[C:14]([OH:16])=[O:15])=[O:8])([CH3:11])([CH3:12])[CH3:13], predict the reactants needed to synthesize it. The reactants are: [CH3:1][C@@H:2]1[N:6]([C:7]([O:9][C:10]([CH3:13])([CH3:12])[CH3:11])=[O:8])[C@H:5]([C:14]([O:16]CC)=[O:15])[CH2:4][CH2:3]1.O.[OH-].[Li+].O. (4) Given the product [CH3:1][CH:2]1[CH2:7][CH2:6][CH2:5][CH2:4][N:3]1[CH2:8][CH2:9][CH2:10][O:11][C:12]1[CH:17]=[CH:16][C:15]([N:18]2[CH2:23][CH2:22][NH:21][CH2:20][CH2:19]2)=[CH:14][CH:13]=1, predict the reactants needed to synthesize it. The reactants are: [CH3:1][CH:2]1[CH2:7][CH2:6][CH2:5][CH2:4][N:3]1[CH2:8][CH2:9][CH2:10][O:11][C:12]1[CH:17]=[CH:16][C:15]([N:18]2[CH2:23][CH2:22][N:21](C(OC(C)(C)C)=O)[CH2:20][CH2:19]2)=[CH:14][CH:13]=1.FC(F)(F)C(O)=O.C(=O)(O)[O-].[Na+]. (5) Given the product [OH:1][C:2]1[CH:3]=[N:4][C:5]2[C:10]([C:11]=1[C:12]([O:14][CH3:16])=[O:13])=[CH:9][CH:8]=[CH:7][CH:6]=2, predict the reactants needed to synthesize it. The reactants are: [OH:1][C:2]1[CH:3]=[N:4][C:5]2[C:10]([C:11]=1[C:12]([OH:14])=[O:13])=[CH:9][CH:8]=[CH:7][CH:6]=2.Cl.[CH3:16]N(C)CCCN=C=NCC. (6) Given the product [C:1]([O:5][C:6]([N:8]1[CH2:12][C@@H:11]([O:13][C:20]2[CH:19]=[CH:18][C:27]3[C:22](=[CH:23][CH:24]=[CH:25][CH:26]=3)[CH:21]=2)[CH2:10][C@H:9]1[C:14]([O:16][CH3:17])=[O:15])=[O:7])([CH3:4])([CH3:3])[CH3:2], predict the reactants needed to synthesize it. The reactants are: [C:1]([O:5][C:6]([N:8]1[CH2:12][C@H:11]([OH:13])[CH2:10][C@H:9]1[C:14]([O:16][CH3:17])=[O:15])=[O:7])([CH3:4])([CH3:3])[CH3:2].[CH:18]1[C:27]2[C:22](=[CH:23][CH:24]=[CH:25][CH:26]=2)[CH:21]=[CH:20][C:19]=1O.C1C=CC(P(C2C=CC=CC=2)C2C=CC=CC=2)=CC=1.CC(OC(/N=N/C(OC(C)C)=O)=O)C. (7) Given the product [OH:10][CH2:8][CH:3]1[CH2:4][O:5][CH2:6][CH2:7][N:2]1[C:11]([O:13][C:14]([CH3:17])([CH3:16])[CH3:15])=[O:12], predict the reactants needed to synthesize it. The reactants are: B.[NH:2]1[CH2:7][CH2:6][O:5][CH2:4][CH:3]1[C:8]([OH:10])=O.[C:11](O[C:11]([O:13][C:14]([CH3:17])([CH3:16])[CH3:15])=[O:12])([O:13][C:14]([CH3:17])([CH3:16])[CH3:15])=[O:12].